This data is from Retrosynthesis with 50K atom-mapped reactions and 10 reaction types from USPTO. The task is: Predict the reactants needed to synthesize the given product. (1) Given the product CCCCOc1nc(N)c2nc(OC)n(CCCCCCN3CCN(C(C)(C)C)CC3)c2n1, predict the reactants needed to synthesize it. The reactants are: CCCCOc1nc(N)c2nc(OC)n(CCCCCCN3CCN(C(=O)OC(C)(C)C)CC3)c2n1. (2) Given the product CS(=O)(=O)OC1CCCCCC1, predict the reactants needed to synthesize it. The reactants are: CS(=O)(=O)Cl.OC1CCCCCC1. (3) Given the product CON=C(C(=O)OC)c1ccccc1C, predict the reactants needed to synthesize it. The reactants are: CO/N=C(/C(=O)OC)c1ccccc1CBr.